From a dataset of NCI-60 drug combinations with 297,098 pairs across 59 cell lines. Regression. Given two drug SMILES strings and cell line genomic features, predict the synergy score measuring deviation from expected non-interaction effect. (1) Drug 1: CC1CCC2CC(C(=CC=CC=CC(CC(C(=O)C(C(C(=CC(C(=O)CC(OC(=O)C3CCCCN3C(=O)C(=O)C1(O2)O)C(C)CC4CCC(C(C4)OC)OCCO)C)C)O)OC)C)C)C)OC. Drug 2: CN(C(=O)NC(C=O)C(C(C(CO)O)O)O)N=O. Cell line: SW-620. Synergy scores: CSS=5.67, Synergy_ZIP=-3.32, Synergy_Bliss=-3.40, Synergy_Loewe=-16.3, Synergy_HSA=-2.88. (2) Drug 1: CCC1=CC2CC(C3=C(CN(C2)C1)C4=CC=CC=C4N3)(C5=C(C=C6C(=C5)C78CCN9C7C(C=CC9)(C(C(C8N6C)(C(=O)OC)O)OC(=O)C)CC)OC)C(=O)OC.C(C(C(=O)O)O)(C(=O)O)O. Drug 2: CN(CC1=CN=C2C(=N1)C(=NC(=N2)N)N)C3=CC=C(C=C3)C(=O)NC(CCC(=O)O)C(=O)O. Cell line: SNB-19. Synergy scores: CSS=50.0, Synergy_ZIP=-2.80, Synergy_Bliss=-4.54, Synergy_Loewe=-7.38, Synergy_HSA=-1.26. (3) Drug 1: CC1C(C(CC(O1)OC2CC(CC3=C2C(=C4C(=C3O)C(=O)C5=C(C4=O)C(=CC=C5)OC)O)(C(=O)C)O)N)O.Cl. Drug 2: CC1=C(C(=CC=C1)Cl)NC(=O)C2=CN=C(S2)NC3=CC(=NC(=N3)C)N4CCN(CC4)CCO. Cell line: CAKI-1. Synergy scores: CSS=78.1, Synergy_ZIP=1.28, Synergy_Bliss=1.58, Synergy_Loewe=2.98, Synergy_HSA=7.27. (4) Drug 1: CC12CCC(CC1=CCC3C2CCC4(C3CC=C4C5=CN=CC=C5)C)O. Drug 2: C1CC(C1)(C(=O)O)C(=O)O.[NH2-].[NH2-].[Pt+2]. Cell line: MDA-MB-435. Synergy scores: CSS=21.8, Synergy_ZIP=4.53, Synergy_Bliss=11.4, Synergy_Loewe=8.79, Synergy_HSA=9.99. (5) Drug 1: COC1=C(C=C2C(=C1)N=CN=C2NC3=CC(=C(C=C3)F)Cl)OCCCN4CCOCC4. Drug 2: C1=NC2=C(N=C(N=C2N1C3C(C(C(O3)CO)O)F)Cl)N. Cell line: UACC-257. Synergy scores: CSS=38.7, Synergy_ZIP=-1.59, Synergy_Bliss=0.589, Synergy_Loewe=-12.0, Synergy_HSA=1.82. (6) Drug 1: CC1CCC2CC(C(=CC=CC=CC(CC(C(=O)C(C(C(=CC(C(=O)CC(OC(=O)C3CCCCN3C(=O)C(=O)C1(O2)O)C(C)CC4CCC(C(C4)OC)OP(=O)(C)C)C)C)O)OC)C)C)C)OC. Drug 2: CN1C=C(C=N1)C2=C3N=C(C(=C(N3N=C2)N)Br)C4CCCNC4. Cell line: HCT116. Synergy scores: CSS=10.00, Synergy_ZIP=-2.61, Synergy_Bliss=-1.96, Synergy_Loewe=-1.59, Synergy_HSA=-1.65. (7) Drug 1: CC1C(C(=O)NC(C(=O)N2CCCC2C(=O)N(CC(=O)N(C(C(=O)O1)C(C)C)C)C)C(C)C)NC(=O)C3=C4C(=C(C=C3)C)OC5=C(C(=O)C(=C(C5=N4)C(=O)NC6C(OC(=O)C(N(C(=O)CN(C(=O)C7CCCN7C(=O)C(NC6=O)C(C)C)C)C)C(C)C)C)N)C. Drug 2: C(CCl)NC(=O)N(CCCl)N=O. Cell line: MALME-3M. Synergy scores: CSS=18.0, Synergy_ZIP=-5.82, Synergy_Bliss=-3.66, Synergy_Loewe=-55.3, Synergy_HSA=-2.22.